This data is from NCI-60 drug combinations with 297,098 pairs across 59 cell lines. The task is: Regression. Given two drug SMILES strings and cell line genomic features, predict the synergy score measuring deviation from expected non-interaction effect. Drug 1: C(=O)(N)NO. Drug 2: CN(CCCl)CCCl.Cl. Cell line: HS 578T. Synergy scores: CSS=0.444, Synergy_ZIP=-0.448, Synergy_Bliss=-0.334, Synergy_Loewe=-0.139, Synergy_HSA=-0.176.